Dataset: HIV replication inhibition screening data with 41,000+ compounds from the AIDS Antiviral Screen. Task: Binary Classification. Given a drug SMILES string, predict its activity (active/inactive) in a high-throughput screening assay against a specified biological target. (1) The drug is CCCCc1ccc(NC(=N)N)cc1.O=[N+]([O-])O. The result is 0 (inactive). (2) The molecule is COC1=C(NC(C)=O)C(=O)c2nc3n(c2C1=O)CCC3. The result is 0 (inactive). (3) The drug is O=C(O)C1CCCCC1C(=O)N(C1CCCCC1)C1CCCCC1. The result is 0 (inactive). (4) The drug is CC1(C)C2CCC1(C)C(OC(=O)C=CC(=O)OC1CC3CCC1(C)C3(C)C)C2. The result is 0 (inactive). (5) The result is 0 (inactive). The compound is O=C1OC(c2ccccc2)=NC1=Cc1ccccc1Cl.